From a dataset of Retrosynthesis with 50K atom-mapped reactions and 10 reaction types from USPTO. Predict the reactants needed to synthesize the given product. (1) Given the product Nc1ncc(-c2ccc(-c3cccnc3OC3CCNCC3)cc2F)cn1, predict the reactants needed to synthesize it. The reactants are: Brc1cccnc1OC1CCNCC1.CC1(C)OB(c2ccc(-c3cnc(N)nc3)c(F)c2)OC1(C)C. (2) Given the product Cc1cc(O[C@@H]2CCOC2)cc(C)c1-c1ccc(OCc2ccccc2)c(COc2ccc3c(c2)OC[C@H]3CC(=O)O)c1, predict the reactants needed to synthesize it. The reactants are: COC(=O)C[C@@H]1COc2cc(OCc3cc(-c4c(C)cc(O[C@@H]5CCOC5)cc4C)ccc3OCc3ccccc3)ccc21.